Dataset: Full USPTO retrosynthesis dataset with 1.9M reactions from patents (1976-2016). Task: Predict the reactants needed to synthesize the given product. (1) The reactants are: O1CCCC1.[Cl:6][C:7]1[C:8]([O:17][C:18]2[CH:24]=[CH:23][C:21]([NH2:22])=[CH:20][C:19]=2[CH3:25])=[N:9][CH:10]=[C:11]([C:13]([F:16])([F:15])[F:14])[CH:12]=1.C(N(CC)CC)C.[Cl:33][C:34]1[CH:42]=[CH:41][C:40]([N+:43]([O-:45])=[O:44])=[CH:39][C:35]=1[C:36](Cl)=[O:37]. Given the product [Cl:6][C:7]1[C:8]([O:17][C:18]2[CH:24]=[CH:23][C:21]([NH:22][C:36](=[O:37])[C:35]3[CH:39]=[C:40]([N+:43]([O-:45])=[O:44])[CH:41]=[CH:42][C:34]=3[Cl:33])=[CH:20][C:19]=2[CH3:25])=[N:9][CH:10]=[C:11]([C:13]([F:16])([F:14])[F:15])[CH:12]=1, predict the reactants needed to synthesize it. (2) Given the product [CH3:21][O:20][C:17]1[CH:18]=[CH:19][C:14]([CH2:13][C@@H:9]([NH:8][C:6](=[O:7])[O:5][C:1]([CH3:2])([CH3:3])[CH3:4])[C:10](=[O:12])[N:51]2[CH2:52][C:49]([O:48][CH2:43][CH2:44][CH2:45][CH2:46][CH3:47])([C:53]3[CH:58]=[CH:57][CH:56]=[CH:55][C:54]=3[CH3:22])[CH2:50]2)=[CH:15][CH:16]=1, predict the reactants needed to synthesize it. The reactants are: [C:1]([O:5][C:6]([NH:8][C@H:9]([CH2:13][C:14]1[CH:19]=[CH:18][C:17]([O:20][CH3:21])=[CH:16][CH:15]=1)[C:10]([OH:12])=O)=[O:7])([CH3:4])([CH3:3])[CH3:2].[CH2:22](Cl)CCl.C1C=CC2N(O)N=NC=2C=1.FC(F)(F)C(O)=O.[CH2:43]([O:48][C:49]1([C:53]2[CH:58]=[CH:57][CH:56]=[CH:55][CH:54]=2)[CH2:52][NH:51][CH2:50]1)[CH2:44][CH2:45][CH2:46][CH3:47].CCN(C(C)C)C(C)C. (3) Given the product [OH:1][C:2]1[CH:15]=[CH:14][C:5]([CH2:6][CH:7]2[S:11][C:10](=[O:12])[NH:9][C:8]2=[O:13])=[CH:4][CH:3]=1, predict the reactants needed to synthesize it. The reactants are: [OH:1][C:2]1[CH:15]=[CH:14][C:5]([CH:6]=[C:7]2[S:11][C:10](=[O:12])[NH:9][C:8]2=[O:13])=[CH:4][CH:3]=1.C([O-])=O.[NH4+]. (4) Given the product [C:1]([N:8]1[C:16]2[C:11](=[CH:12][CH:13]=[C:14]([NH2:17])[CH:15]=2)[CH:10]=[CH:9]1)([O:3][C:4]([CH3:7])([CH3:6])[CH3:5])=[O:2], predict the reactants needed to synthesize it. The reactants are: [C:1]([N:8]1[C:16]2[C:11](=[CH:12][CH:13]=[C:14]([N+:17]([O-])=O)[CH:15]=2)[CH:10]=[CH:9]1)([O:3][C:4]([CH3:7])([CH3:6])[CH3:5])=[O:2].[BH4-].[Na+]. (5) Given the product [C:8]([NH:7][C:6]1[CH:11]=[CH:12][C:3]2[S:17][C:16]([SH:18])=[N:13][C:4]=2[CH:5]=1)(=[O:10])[CH3:9], predict the reactants needed to synthesize it. The reactants are: [S].Cl[C:3]1[CH:12]=[CH:11][C:6]([NH:7][C:8](=[O:10])[CH3:9])=[CH:5][C:4]=1[N+:13]([O-])=O.[C:16](=[S:18])=[S:17].S(OC)(OC)(=O)=O. (6) Given the product [CH2:1]([O:3][C:4](=[O:24])[C:5]1[C:10]([NH2:11])=[CH:9][C:8]([CH3:22])=[N:7][C:6]=1[CH3:23])[CH3:2], predict the reactants needed to synthesize it. The reactants are: [CH2:1]([O:3][C:4](=[O:24])[C:5]1[C:10]([NH:11]S(C2C=CC(C)=CC=2)(=O)=O)=[CH:9][C:8]([CH3:22])=[N:7][C:6]=1[CH3:23])[CH3:2].S(=O)(=O)(O)O.C(=O)([O-])[O-].[Na+].[Na+].